From a dataset of NCI-60 drug combinations with 297,098 pairs across 59 cell lines. Regression. Given two drug SMILES strings and cell line genomic features, predict the synergy score measuring deviation from expected non-interaction effect. (1) Drug 1: CC(C1=C(C=CC(=C1Cl)F)Cl)OC2=C(N=CC(=C2)C3=CN(N=C3)C4CCNCC4)N. Drug 2: C(=O)(N)NO. Cell line: SR. Synergy scores: CSS=49.5, Synergy_ZIP=-1.00, Synergy_Bliss=-2.69, Synergy_Loewe=-3.96, Synergy_HSA=-3.80. (2) Drug 1: CC1=CC2C(CCC3(C2CCC3(C(=O)C)OC(=O)C)C)C4(C1=CC(=O)CC4)C. Drug 2: C1CN(CCN1C(=O)CCBr)C(=O)CCBr. Cell line: NCI/ADR-RES. Synergy scores: CSS=8.25, Synergy_ZIP=-4.72, Synergy_Bliss=-0.788, Synergy_Loewe=-5.21, Synergy_HSA=0.524. (3) Drug 1: CN1CCC(CC1)COC2=C(C=C3C(=C2)N=CN=C3NC4=C(C=C(C=C4)Br)F)OC. Drug 2: CN(C(=O)NC(C=O)C(C(C(CO)O)O)O)N=O. Cell line: HCT116. Synergy scores: CSS=11.6, Synergy_ZIP=-1.45, Synergy_Bliss=-2.17, Synergy_Loewe=-2.94, Synergy_HSA=-2.91. (4) Drug 1: CN1C2=C(C=C(C=C2)N(CCCl)CCCl)N=C1CCCC(=O)O.Cl. Drug 2: CS(=O)(=O)OCCCCOS(=O)(=O)C. Cell line: RPMI-8226. Synergy scores: CSS=18.7, Synergy_ZIP=-0.922, Synergy_Bliss=3.62, Synergy_Loewe=10.5, Synergy_HSA=6.94.